From a dataset of Full USPTO retrosynthesis dataset with 1.9M reactions from patents (1976-2016). Predict the reactants needed to synthesize the given product. (1) Given the product [Br:33][CH2:3][C:4]([CH:6]1[CH2:11][CH2:10][N:9]([C:12]([O:14][C:15]([CH3:18])([CH3:17])[CH3:16])=[O:13])[CH2:8][CH2:7]1)=[O:5], predict the reactants needed to synthesize it. The reactants are: C[Si](C)(C)[O:3][C:4]([CH:6]1[CH2:11][CH2:10][N:9]([C:12]([O:14][C:15]([CH3:18])([CH3:17])[CH3:16])=[O:13])[CH2:8][CH2:7]1)=[CH2:5].C(=O)(O)[O-].[Na+].C1C(=O)N([Br:33])C(=O)C1.[Na]. (2) Given the product [Cl-:50].[C:8]([NH:11][C:12]1[S:19][C:15]2[CH2:16][NH+:17]([CH2:2][CH3:3])[CH2:18][C:14]=2[C:13]=1[C:20]1[S:21][C:22]2[CH:28]=[CH:27][CH:26]=[CH:25][C:23]=2[N:24]=1)(=[O:10])[CH3:9], predict the reactants needed to synthesize it. The reactants are: F[C:2](F)(F)[C:3]([O-])=O.[C:8]([NH:11][C:12]1[S:19][C:15]2[CH2:16][NH2+:17][CH2:18][C:14]=2[C:13]=1[C:20]1[S:21][C:22]2[CH:28]=[CH:27][CH:26]=[CH:25][C:23]=2[N:24]=1)(=[O:10])[CH3:9].C(=O)C.C(O)(=O)C.C(O[BH-](OC(=O)C)OC(=O)C)(=O)C.[Na+].[Cl:50]C(Cl)C. (3) Given the product [Cl:1][C:2]1[C:3]2=[CH:8][C:9]3[CH2:10][N:11]([S:12]([C:15]4[CH:16]=[CH:17][C:18]([CH3:21])=[CH:19][CH:20]=4)(=[O:13])=[O:14])[CH2:22][C:23]=3[C:24]([C:25](=[O:27])[CH3:26])=[C:4]2[CH:5]=[CH:6][CH:7]=1, predict the reactants needed to synthesize it. The reactants are: [Cl:1][C:2]1[CH:7]=[CH:6][CH:5]=[CH:4][C:3]=1[CH:8]=[CH:9][CH2:10][N:11]([CH2:22][C:23]#[C:24][C:25](=[O:27])[CH3:26])[S:12]([C:15]1[CH:20]=[CH:19][C:18]([CH3:21])=[CH:17][CH:16]=1)(=[O:14])=[O:13]. (4) The reactants are: [CH3:1][Si:2]([CH3:29])([CH3:28])[CH2:3][CH2:4][O:5][C:6]([C:8]1[CH:9]=[C:10]([S:14]([NH:17][C:18]2[CH:27]=[CH:26][C:21]([C:22]([O:24][CH3:25])=[O:23])=[CH:20][N:19]=2)(=[O:16])=[O:15])[CH:11]=[CH:12][CH:13]=1)=[O:7].CN(C=O)C.I[CH2:36][CH2:37][CH3:38].C(=O)([O-])[O-].[K+].[K+]. Given the product [CH2:36]([N:17]([S:14]([C:10]1[CH:11]=[CH:12][CH:13]=[C:8]([C:6]([O:5][CH2:4][CH2:3][Si:2]([CH3:28])([CH3:1])[CH3:29])=[O:7])[CH:9]=1)(=[O:15])=[O:16])[C:18]1[CH:27]=[CH:26][C:21]([C:22]([O:24][CH3:25])=[O:23])=[CH:20][N:19]=1)[CH2:37][CH3:38], predict the reactants needed to synthesize it.